From a dataset of Catalyst prediction with 721,799 reactions and 888 catalyst types from USPTO. Predict which catalyst facilitates the given reaction. (1) Reactant: Cl.Cl.[C:3]([C:5]1[CH:6]=[C:7]([NH:11][C:12]([N:14]2[CH2:19][CH2:18][NH:17][CH:16]([CH2:20][N:21]3[CH2:26][CH2:25][CH:24]([CH2:27][C:28]4[CH:33]=[CH:32][C:31]([F:34])=[CH:30][CH:29]=4)[CH2:23][CH2:22]3)[CH2:15]2)=[O:13])[CH:8]=[CH:9][CH:10]=1)#[N:4].[CH:35](=O)[C:36]1[CH:41]=[CH:40][CH:39]=[CH:38][CH:37]=1.C(O[BH-](OC(=O)C)OC(=O)C)(=O)C.[Na+]. Product: [CH2:35]([N:17]1[CH2:18][CH2:19][N:14]([C:12]([NH:11][C:7]2[CH:8]=[CH:9][CH:10]=[C:5]([C:3]#[N:4])[CH:6]=2)=[O:13])[CH2:15][CH:16]1[CH2:20][N:21]1[CH2:26][CH2:25][CH:24]([CH2:27][C:28]2[CH:29]=[CH:30][C:31]([F:34])=[CH:32][CH:33]=2)[CH2:23][CH2:22]1)[C:36]1[CH:41]=[CH:40][CH:39]=[CH:38][CH:37]=1. The catalyst class is: 68. (2) Reactant: [F:1][CH:2]([F:14])[C:3]1[CH:4]=[CH:5][C:6]([F:13])=[C:7]([CH:12]=1)[C:8]([O:10]C)=[O:9].[Li+].[OH-].Cl. Product: [F:14][CH:2]([F:1])[C:3]1[CH:4]=[CH:5][C:6]([F:13])=[C:7]([CH:12]=1)[C:8]([OH:10])=[O:9]. The catalyst class is: 20. (3) Product: [Cl:10][C:6]1[CH:7]=[CH:8][N:9]=[C:2]2[C:3]=1[CH:4]=[CH:12][C:11]([C:14]1[C:19]([CH3:20])=[CH:18][CH:17]=[CH:16][N:15]=1)=[N:1]2. Reactant: [NH2:1][C:2]1[N:9]=[CH:8][CH:7]=[C:6]([Cl:10])[C:3]=1[CH:4]=O.[C:11]([C:14]1[C:19]([CH3:20])=[CH:18][CH:17]=[CH:16][N:15]=1)(=O)[CH3:12].CC([O-])(C)C.[K+]. The catalyst class is: 1. (4) Reactant: Cl[C:2]1[CH:27]=[CH:26][C:5]([CH2:6][O:7][C:8]2[CH:13]=[CH:12][C:11]([C@@H:14]([C:21]3[CH:25]=[CH:24][O:23][N:22]=3)[CH2:15][C:16]([O:18][CH2:19][CH3:20])=[O:17])=[CH:10][CH:9]=2)=[CH:4][C:3]=1[O:28][C:29]([F:32])([F:31])[F:30].[CH3:33][C:34]1([CH3:48])[C:38](B2OC(C)(C)C(C)(C)O2)=[CH:37][CH2:36][CH2:35]1.COC1C=CC=C(OC)C=1C1C=CC=CC=1P(C1CCCCC1)C1CCCCC1.[O-]P([O-])([O-])=O.[K+].[K+].[K+]. Product: [CH3:33][C:34]1([CH3:48])[C:35]([C:2]2[CH:27]=[CH:26][C:5]([CH2:6][O:7][C:8]3[CH:13]=[CH:12][C:11]([C@@H:14]([C:21]4[CH:25]=[CH:24][O:23][N:22]=4)[CH2:15][C:16]([O:18][CH2:19][CH3:20])=[O:17])=[CH:10][CH:9]=3)=[CH:4][C:3]=2[O:28][C:29]([F:32])([F:31])[F:30])=[CH:36][CH2:37][CH2:38]1. The catalyst class is: 318. (5) Reactant: [NH2:1][C:2]1[CH:7]=[CH:6][CH:5]=[CH:4][CH:3]=1.C[Al](C)C.[N+:12]([C:15]1[CH:16]=[CH:17][C:18]2[N:19]([CH:21]=[C:22]([C:24](OCC)=[O:25])[N:23]=2)[CH:20]=1)([O-:14])=[O:13].[Cl-].[NH4+]. Product: [N+:12]([C:15]1[CH:16]=[CH:17][C:18]2[N:19]([CH:21]=[C:22]([C:24]([NH:1][C:2]3[CH:7]=[CH:6][CH:5]=[CH:4][CH:3]=3)=[O:25])[N:23]=2)[CH:20]=1)([O-:14])=[O:13]. The catalyst class is: 11. (6) Reactant: Cl[CH2:2][CH2:3][C:4]([C:6]1[CH:7]=[CH:8][C:9]2[N:10]([CH2:24][CH2:25][NH:26][S:27]([C:30]3[CH:35]=[CH:34][CH:33]=[CH:32][C:31]=3[N+:36]([O-:38])=[O:37])(=[O:29])=[O:28])[C:11]3[C:16]([C:17]=2[CH:18]=1)=[CH:15][C:14]([C:19](=[O:23])[CH2:20][CH2:21]Cl)=[CH:13][CH:12]=3)=[O:5]. Product: [O:5]=[C:4]1[C:6]2[CH:7]=[CH:8][C:9]3[N:10]([CH2:24][CH2:25][NH:26][S:27]([C:30]4[CH:35]=[CH:34][CH:33]=[CH:32][C:31]=4[N+:36]([O-:38])=[O:37])(=[O:29])=[O:28])[C:11]4[CH:12]=[CH:13][C:14]5[C:19](=[O:23])[CH2:20][CH2:21][C:15]=5[C:16]=4[C:17]=3[C:18]=2[CH2:2][CH2:3]1. The catalyst class is: 65.